From a dataset of Catalyst prediction with 721,799 reactions and 888 catalyst types from USPTO. Predict which catalyst facilitates the given reaction. (1) Reactant: [Cl-].[F:2][C:3]1[CH:10]=[CH:9][CH:8]=[CH:7][C:4]=1[CH2:5][Zn+].[CH:11]1([C:17](Cl)=[O:18])[CH2:16][CH2:15][CH2:14][CH2:13][CH2:12]1. Product: [CH:11]1([C:17](=[O:18])[CH2:5][C:4]2[CH:7]=[CH:8][CH:9]=[CH:10][C:3]=2[F:2])[CH2:16][CH2:15][CH2:14][CH2:13][CH2:12]1. The catalyst class is: 235. (2) Reactant: [Br:1][C:2]1[C:3]([CH3:14])=[N:4][NH:5][C:6]=1[C:7]1[CH:12]=[CH:11][C:10]([F:13])=[CH:9][CH:8]=1.O[CH2:16][C@H:17]1[O:21][C:20](=[O:22])[CH2:19][CH2:18]1.C1(P(C2C=CC=CC=2)C2C=CC=CC=2)C=CC=CC=1.N(C(OC(C)C)=O)=NC(OC(C)C)=O. Product: [Br:1][C:2]1[C:3]([CH3:14])=[N:4][N:5]([CH2:16][C@H:17]2[O:21][C:20](=[O:22])[CH2:19][CH2:18]2)[C:6]=1[C:7]1[CH:12]=[CH:11][C:10]([F:13])=[CH:9][CH:8]=1. The catalyst class is: 30. (3) Reactant: [CH3:1][N:2]1[CH:6]=[C:5]([C:7]2[C:15]3[C:14]([N:16]4[CH2:21][CH2:20][O:19][CH2:18][CH2:17]4)=[N:13][CH:12]=[N:11][C:10]=3[N:9](CO)[CH:8]=2)[CH:4]=[N:3]1.C(=O)([O-])[O-].[K+].[K+]. Product: [CH3:1][N:2]1[CH:6]=[C:5]([C:7]2[C:15]3[C:14]([N:16]4[CH2:21][CH2:20][O:19][CH2:18][CH2:17]4)=[N:13][CH:12]=[N:11][C:10]=3[NH:9][CH:8]=2)[CH:4]=[N:3]1. The catalyst class is: 5. (4) Product: [NH2:25][CH:22]1[CH2:23][CH2:24][N:19]([C:17]2[N:18]=[C:13]([C:7]3[C:6]4[C:10](=[CH:11][CH:12]=[C:4]([C:34]5[CH:33]=[C:32]([CH:37]=[CH:36][C:35]=5[F:41])[C:30]([NH:29][CH:26]5[CH2:27][CH2:28]5)=[O:31])[CH:5]=4)[NH:9][N:8]=3)[CH:14]=[N:15][CH:16]=2)[CH2:20][CH2:21]1. The catalyst class is: 294. Reactant: Cl.Cl.Br[C:4]1[CH:5]=[C:6]2[C:10](=[CH:11][CH:12]=1)[NH:9][N:8]=[C:7]2[C:13]1[N:18]=[C:17]([N:19]2[CH2:24][CH2:23][CH:22]([NH2:25])[CH2:21][CH2:20]2)[CH:16]=[N:15][CH:14]=1.[CH:26]1([NH:29][C:30]([C:32]2[CH:33]=[CH:34][C:35]([F:41])=[C:36](B(O)O)[CH:37]=2)=[O:31])[CH2:28][CH2:27]1.C([O-])([O-])=O.[Na+].[Na+].